This data is from Catalyst prediction with 721,799 reactions and 888 catalyst types from USPTO. The task is: Predict which catalyst facilitates the given reaction. (1) Reactant: [H-].[H-].[H-].[H-].[Li+].[Al+3].[CH3:7][O:8][C:9]1[CH:10]=[C:11]([CH2:17][C:18](O)=[O:19])[CH:12]=[C:13]([O:15][CH3:16])[CH:14]=1. Product: [CH3:16][O:15][C:13]1[CH:12]=[C:11]([CH:10]=[C:9]([O:8][CH3:7])[CH:14]=1)[CH2:17][CH2:18][OH:19]. The catalyst class is: 12. (2) Reactant: [CH2:1]([C:3]1[CH:4]=[C:5]([C:16]#[CH:17])[CH:6]=[C:7]2[C:12]=1[C:11](=[O:13])[CH2:10][CH2:9][C:8]2([CH3:15])[CH3:14])[CH3:2].[CH3:18][O:19][C:20](=[O:49])[C:21]([C:24]1[CH:29]=[CH:28][C:27](C#CC2C=C(C3CC3)C3OC4(CC4)CC(C)(C)C=3C=2)=[CH:26][CH:25]=1)([CH3:23])[CH3:22].C(N(CC)CC)C.C(OCC)(=O)C. Product: [CH3:18][O:19][C:20](=[O:49])[C:21]([C:24]1[CH:25]=[CH:26][C:27]([C:17]#[C:16][C:5]2[CH:4]=[C:3]([CH2:1][CH3:2])[C:12]3[C:11](=[O:13])[CH2:10][CH2:9][C:8]([CH3:14])([CH3:15])[C:7]=3[CH:6]=2)=[CH:28][CH:29]=1)([CH3:23])[CH3:22]. The catalyst class is: 730.